Dataset: Peptide-MHC class I binding affinity with 185,985 pairs from IEDB/IMGT. Task: Regression. Given a peptide amino acid sequence and an MHC pseudo amino acid sequence, predict their binding affinity value. This is MHC class I binding data. (1) The peptide sequence is RWVPGAVYAL. The MHC is Patr-A0901 with pseudo-sequence Patr-A0901. The binding affinity (normalized) is 0.982. (2) The peptide sequence is RVRSMANVY. The MHC is HLA-C04:01 with pseudo-sequence HLA-C04:01. The binding affinity (normalized) is 0.213. (3) The peptide sequence is MLDPRFVKQ. The MHC is HLA-A24:03 with pseudo-sequence HLA-A24:03. The binding affinity (normalized) is 0.0847. (4) The peptide sequence is GFFLAEYWK. The MHC is HLA-A24:03 with pseudo-sequence HLA-A24:03. The binding affinity (normalized) is 0.301. (5) The peptide sequence is YLKDQQLL. The MHC is HLA-B35:01 with pseudo-sequence HLA-B35:01. The binding affinity (normalized) is 0. (6) The peptide sequence is ARWLFPVYL. The MHC is HLA-C07:01 with pseudo-sequence HLA-C07:01. The binding affinity (normalized) is 0.508.